Dataset: NCI-60 drug combinations with 297,098 pairs across 59 cell lines. Task: Regression. Given two drug SMILES strings and cell line genomic features, predict the synergy score measuring deviation from expected non-interaction effect. Drug 1: CC1=C(C=C(C=C1)NC2=NC=CC(=N2)N(C)C3=CC4=NN(C(=C4C=C3)C)C)S(=O)(=O)N.Cl. Drug 2: COC1=NC(=NC2=C1N=CN2C3C(C(C(O3)CO)O)O)N. Cell line: RPMI-8226. Synergy scores: CSS=-20.7, Synergy_ZIP=8.55, Synergy_Bliss=-1.36, Synergy_Loewe=-8.98, Synergy_HSA=-11.5.